Dataset: Full USPTO retrosynthesis dataset with 1.9M reactions from patents (1976-2016). Task: Predict the reactants needed to synthesize the given product. Given the product [C:8]1([C:11]2[CH:16]=[CH:15][CH:14]=[CH:13][CH:12]=2)[CH:9]=[CH:10][C:5]([C@H:2]2[CH2:3][O:4][C:22](=[O:23])[NH:1]2)=[CH:6][CH:7]=1, predict the reactants needed to synthesize it. The reactants are: [NH2:1][C@@H:2]([C:5]1[CH:10]=[CH:9][C:8]([C:11]2[CH:16]=[CH:15][CH:14]=[CH:13][CH:12]=2)=[CH:7][CH:6]=1)[CH2:3][OH:4].C1N=CN([C:22](N2C=NC=C2)=[O:23])C=1.